The task is: Predict the product of the given reaction.. This data is from Forward reaction prediction with 1.9M reactions from USPTO patents (1976-2016). (1) Given the reactants [CH2:1]([C:5]1[C:9](/[CH:10]=[CH:11]/[C:12]2[S:13][C:14]([C:18]([OH:20])=O)=[C:15]([CH3:17])[N:16]=2)=[C:8]([CH3:21])[O:7][N:6]=1)[CH2:2][CH2:3][CH3:4].Cl.[F:23][C:24]1([F:28])[CH2:27][NH:26][CH2:25]1.ON1C(=O)CCC1=O.C(N(CC)CC)C, predict the reaction product. The product is: [CH2:1]([C:5]1[C:9](/[CH:10]=[CH:11]/[C:12]2[S:13][C:14]([C:18]([N:26]3[CH2:27][C:24]([F:28])([F:23])[CH2:25]3)=[O:20])=[C:15]([CH3:17])[N:16]=2)=[C:8]([CH3:21])[O:7][N:6]=1)[CH2:2][CH2:3][CH3:4]. (2) Given the reactants C[Si](C)(C)[N:3]([C:8]1[CH:13]=[CH:12][CH:11]=[C:10]([CH3:14])[N:9]=1)[Si](C)(C)C.[Li+].[CH3:18][CH2:19][CH2:20][CH2-:21].C(#N)CCC.[OH2:27], predict the reaction product. The product is: [NH2:3][C:8]1[N:9]=[C:10]([CH2:14][C:18](=[O:27])[CH2:19][CH2:20][CH3:21])[CH:11]=[CH:12][CH:13]=1.